The task is: Binary Classification. Given a miRNA mature sequence and a target amino acid sequence, predict their likelihood of interaction.. This data is from Experimentally validated miRNA-target interactions with 360,000+ pairs, plus equal number of negative samples. (1) The miRNA is mmu-miR-3090-3p with sequence UCCCAGGUGACACCCUGACUCA. The protein sequence of the target gene is MAAAAAMAEQESARNGGRNRGGVQRVEGKLRASVEKGDYYEAHQMYRTLFFRYMSQSKHTEARELMYSGALLFFSHGQQNSAADLSMLVLESLEKAEVEVADELLENLAKVFSLMDPNSPERVTFVSRALKWSSGGSGKLGHPRLHQLLALTLWKEQNYCESRYHFLHSADGEGCANMLVEYSTSRGFRSEVDMFVAQAVLQFLCLKNKSSASVVFTTYTQKHPSIEDGPPFVEPLLNFIWFLLLAVDGGKLTVFTVLCEQYQPSLRRDPMYNEYLDRIGQLFFGVPPKQTSSYGGLLGN.... Result: 0 (no interaction). (2) The miRNA is mmu-miR-142a-5p with sequence CAUAAAGUAGAAAGCACUACU. The protein sequence of the target gene is MLRGPGPGRLLLLAVLCLGTSVRCTEAGKSKRQAQQIVQPQSPVAVSQSKPGCFDNGKHYQINQQWERTYLGNALVCTCYGGSRGFNCESKPEPEETCFDKYTGNTYKVGDTYERPKDSMIWDCTCIGAGRGRISCTIANRCHEGGQSYKIGDKWRRPHETGGYMLECLCLGNGKGEWTCKPIAEKCFDHAAGTSYVVGETWEKPYQGWMMVDCTCLGEGNGRITCTSRNRCNDQDTRTSYRIGDTWSKKDNRGNLLQCVCTGNGRGEWKCERHALQSASAGSGSFTDVRTAIYQPQTHP.... Result: 0 (no interaction). (3) The miRNA is rno-miR-222-3p with sequence AGCUACAUCUGGCUACUGGGU. The protein sequence of the target gene is MAGKLRKSHIPGVSIWQLVEEIPEGCSTPDFEQKPVTSALPEGKNAVFRAVVCGEPRPEVRWQNSKGDLSDSSKYKISSSPGSKEHVLQINKLTGEDTDLYRCTAVNAYGEAACSVRLTVIEVGFRKNRKRHREPQEDLRKELMDFRKLLKKRAPPAPKKKMDLEQIWQLLMTADRKDYEKICLKYGIVDYRGMLRRLQEMKKEQEDKMAQYINTISSLRHIRVTKDGNAKFDLELDLKDSQSKIYLYKDGEMIPYGFNNQTKHCLRRLGKRYEFQIQDLRPEDSGIYQVKVEDAVVFST.... Result: 0 (no interaction). (4) The miRNA is hsa-miR-4282 with sequence UAAAAUUUGCAUCCAGGA. The protein sequence of the target gene is MAGGYGVMGDDGSIDYTVHEAWNEATNVYLIVILVSFGLFMYAKRNKRRIMRIFSVPPTEETLSEPNFYDTISKIRLRQQLEMYSISRKYDYQQPQNQADSVQLSLE. Result: 0 (no interaction). (5) The miRNA is hsa-miR-2355-5p with sequence AUCCCCAGAUACAAUGGACAA. The protein sequence of the target gene is MEDGVLKEGFLVKRGHIVHNWKARWFILRQNTLVYYKLEGGRRVTPPKGRILLDGCTITCPCLEYENRPLLIKLKTQTSTEYFLEACSREERDAWAFEITGAIHAGQPGKVQQLHSLRNSFKLPPHISLHRIVDKMHDSNTGIRSSPNMEQGSTYKKTFLGSSLVDWLISNSFTASRLEAVTLASMLMEENFLRPVGVRSMGAIRSGDLAEQFLDDSTALYTFAESYKKKISPKEEISLSTVELSGTVVKQGYLAKQGHKRKNWKVRRFVLRKDPAFLHYYDPSKEENRPVGGFSLRGSL.... Result: 0 (no interaction).